Dataset: NCI-60 drug combinations with 297,098 pairs across 59 cell lines. Task: Regression. Given two drug SMILES strings and cell line genomic features, predict the synergy score measuring deviation from expected non-interaction effect. Drug 1: C(CC(=O)O)C(=O)CN.Cl. Drug 2: CCN(CC)CCCC(C)NC1=C2C=C(C=CC2=NC3=C1C=CC(=C3)Cl)OC. Cell line: UO-31. Synergy scores: CSS=18.6, Synergy_ZIP=-6.58, Synergy_Bliss=3.26, Synergy_Loewe=-18.2, Synergy_HSA=-1.03.